This data is from Catalyst prediction with 721,799 reactions and 888 catalyst types from USPTO. The task is: Predict which catalyst facilitates the given reaction. (1) Reactant: [C:1]([O:5][C:6]([N:8]1[CH2:13][CH2:12][CH:11]([C:14]2[CH:19]=[CH:18][CH:17]=[CH:16][C:15]=2[OH:20])[CH2:10][CH2:9]1)=[O:7])([CH3:4])([CH3:3])[CH3:2].[Cl:21][CH2:22][CH2:23]OS(C1C=CC(C)=CC=1)(=O)=O.C([O-])([O-])=O.[Cs+].[Cs+]. Product: [C:1]([O:5][C:6]([N:8]1[CH2:9][CH2:10][CH:11]([C:14]2[CH:19]=[CH:18][CH:17]=[CH:16][C:15]=2[O:20][CH2:23][CH2:22][Cl:21])[CH2:12][CH2:13]1)=[O:7])([CH3:4])([CH3:2])[CH3:3]. The catalyst class is: 3. (2) Reactant: Br[CH2:2][CH2:3][O:4][CH2:5][CH2:6][N:7]1[C:11]2[CH:12]=[CH:13][CH:14]=[CH:15][C:10]=2[N:9]([C:16]2[CH:21]=[CH:20][C:19]([F:22])=[CH:18][C:17]=2[F:23])[S:8]1(=[O:25])=[O:24].[CH3:26][NH:27][CH3:28]. Product: [F:23][C:17]1[CH:18]=[C:19]([F:22])[CH:20]=[CH:21][C:16]=1[N:9]1[C:10]2[CH:15]=[CH:14][CH:13]=[CH:12][C:11]=2[N:7]([CH2:6][CH2:5][O:4][CH2:3][CH2:2][N:27]([CH3:28])[CH3:26])[S:8]1(=[O:25])=[O:24]. The catalyst class is: 8. (3) Reactant: [F:1][C:2]1[CH:3]=[C:4]([CH3:11])[CH:5]=[CH:6][C:7]=1[N+:8]([O-:10])=[O:9].[OH2:12].[OH2:13].[Cr](O[Cr]([O-])(=O)=O)([O-])(=O)=O.[Na+].[Na+].S(=O)(=O)(O)O.CCCCCC. Product: [F:1][C:2]1[CH:3]=[C:4]([CH:5]=[CH:6][C:7]=1[N+:8]([O-:10])=[O:9])[C:11]([OH:13])=[O:12]. The catalyst class is: 6. (4) Reactant: [Br:1][C:2]1[C:7](Br)=[CH:6][C:5]([Cl:9])=[CH:4][N:3]=1.[Cl-].[Li+].C([Mg]Cl)(C)C.CN([CH:20]=[O:21])C. Product: [Br:1][C:2]1[C:7]([CH2:20][OH:21])=[CH:6][C:5]([Cl:9])=[CH:4][N:3]=1. The catalyst class is: 1. (5) Reactant: [H-].[Na+].[CH2:3]([N:10]([CH2:25][C:26]1[CH:31]=[CH:30][CH:29]=[CH:28][CH:27]=1)[C@H:11]([CH3:24])[CH2:12][C:13]1[C:21]2[C:16](=[C:17]([F:23])[CH:18]=[C:19]([F:22])[CH:20]=2)[NH:15][CH:14]=1)[C:4]1[CH:9]=[CH:8][CH:7]=[CH:6][CH:5]=1.I[CH3:33]. Product: [CH2:25]([N:10]([CH2:3][C:4]1[CH:5]=[CH:6][CH:7]=[CH:8][CH:9]=1)[C@H:11]([CH3:24])[CH2:12][C:13]1[C:21]2[C:16](=[C:17]([F:23])[CH:18]=[C:19]([F:22])[CH:20]=2)[N:15]([CH3:33])[CH:14]=1)[C:26]1[CH:27]=[CH:28][CH:29]=[CH:30][CH:31]=1. The catalyst class is: 9. (6) Reactant: C([N:8]1[CH2:13][CH2:12][O:11][CH:10]([C:14]2[CH:19]=[CH:18][C:17]([NH:20][C:21]3[C:26]([Cl:27])=[CH:25][CH:24]=[CH:23][C:22]=3[Cl:28])=[CH:16][CH:15]=2)[CH2:9]1)C1C=CC=CC=1.CC(Cl)OC(Cl)=O. Product: [Cl:28][C:22]1[CH:23]=[CH:24][CH:25]=[C:26]([Cl:27])[C:21]=1[NH:20][C:17]1[CH:16]=[CH:15][C:14]([CH:10]2[O:11][CH2:12][CH2:13][NH:8][CH2:9]2)=[CH:19][CH:18]=1. The catalyst class is: 26.